Dataset: Full USPTO retrosynthesis dataset with 1.9M reactions from patents (1976-2016). Task: Predict the reactants needed to synthesize the given product. (1) Given the product [NH2:1][C:2]1[N:7]=[C:6]([S:8][CH2:14][C:15]([NH:17][C:18]2[CH:23]=[CH:22][CH:21]=[C:20]([C:24]([F:27])([F:26])[F:25])[CH:19]=2)=[O:16])[C:5]([C:9]#[N:10])=[C:4]([S:11][CH3:12])[N:3]=1, predict the reactants needed to synthesize it. The reactants are: [NH2:1][C:2]1[N:7]=[C:6]([SH:8])[C:5]([C:9]#[N:10])=[C:4]([S:11][CH3:12])[N:3]=1.Cl[CH2:14][C:15]([NH:17][C:18]1[CH:23]=[CH:22][CH:21]=[C:20]([C:24]([F:27])([F:26])[F:25])[CH:19]=1)=[O:16].C(=O)([O-])[O-].[K+].[K+]. (2) Given the product [C:7]([O:11][C:12]([N:14]1[CH2:18][CH2:17][CH2:16][C@H:15]1[C:19]1[NH:20][C:21]([C:24]2[CH:29]=[CH:28][C:27]([B:31]3[O:35][C:34]([CH3:37])([CH3:36])[C:33]([CH3:39])([CH3:38])[O:32]3)=[CH:26][CH:25]=2)=[CH:22][N:23]=1)=[O:13])([CH3:10])([CH3:9])[CH3:8], predict the reactants needed to synthesize it. The reactants are: O1CCOCC1.[C:7]([O:11][C:12]([N:14]1[CH2:18][CH2:17][CH2:16][C@H:15]1[C:19]1[NH:20][C:21]([C:24]2[CH:29]=[CH:28][C:27](Br)=[CH:26][CH:25]=2)=[CH:22][N:23]=1)=[O:13])([CH3:10])([CH3:9])[CH3:8].[B:31]1([B:31]2[O:35][C:34]([CH3:37])([CH3:36])[C:33]([CH3:39])([CH3:38])[O:32]2)[O:35][C:34]([CH3:37])([CH3:36])[C:33]([CH3:39])([CH3:38])[O:32]1.C([O-])(=O)C.[K+]. (3) Given the product [C:19]([NH:1][C:2]1[S:3][C:4]([C:8]([O:10][CH2:11][CH3:12])=[O:9])=[C:5]([CH3:7])[N:6]=1)(=[O:26])[C:20]1[CH:25]=[CH:24][CH:23]=[CH:22][CH:21]=1, predict the reactants needed to synthesize it. The reactants are: [NH2:1][C:2]1[S:3][C:4]([C:8]([O:10][CH2:11][CH3:12])=[O:9])=[C:5]([CH3:7])[N:6]=1.N1C=CC=CC=1.[C:19](Cl)(=[O:26])[C:20]1[CH:25]=[CH:24][CH:23]=[CH:22][CH:21]=1. (4) Given the product [ClH:1].[C:6](=[O:12])([O:7][CH2:8][CH2:18][NH:13][CH3:14])[O:5][CH2:2][CH2:23][O:19][CH2:20][CH3:21], predict the reactants needed to synthesize it. The reactants are: [Cl:1][C:2]([O:5][C:6](=[O:12])[O:7][C:8](Cl)(Cl)Cl)(Cl)Cl.[N:13]1[CH:18]=CC=C[CH:14]=1.[O:19]1[CH2:23]C[CH2:21][CH2:20]1.